Dataset: Full USPTO retrosynthesis dataset with 1.9M reactions from patents (1976-2016). Task: Predict the reactants needed to synthesize the given product. Given the product [O:4]1[C:5]2([CH2:6][CH2:7][CH:8]([CH:11]([OH:13])[CH2:18][CH:17]=[CH2:16])[CH2:9][CH2:10]2)[O:1][CH2:2][CH2:3]1, predict the reactants needed to synthesize it. The reactants are: [O:1]1[C:5]2([CH2:10][CH2:9][CH:8]([C:11]([O:13]CC)=O)[CH2:7][CH2:6]2)[O:4][CH2:3][CH2:2]1.[CH2:16]([Mg]Br)[CH:17]=[CH2:18].